Dataset: Reaction yield outcomes from USPTO patents with 853,638 reactions. Task: Predict the reaction yield, written as a fraction of the theoretical maximum amount of product (1.0 means a 100% yield; for example, 0.34 means a 34% yield). (1) The yield is 0.840. The catalyst is C(O)(CC)(C)C.C1(C)C=CC=CC=1. The product is [C:12]1([CH2:11][N:1]2[CH:5]=[CH:4][N:3]=[N:2]2)[C:21]2[C:16](=[CH:17][CH:18]=[CH:19][CH:20]=2)[CH:15]=[CH:14][CH:13]=1.[C:12]1([CH2:11][N:2]2[N:3]=[CH:4][CH:5]=[N:1]2)[C:21]2[C:16](=[CH:17][CH:18]=[CH:19][CH:20]=2)[CH:15]=[CH:14][CH:13]=1. The reactants are [NH:1]1[CH:5]=[CH:4][N:3]=[N:2]1.[I-].[Na+].[OH-].[Na+].Cl[CH2:11][C:12]1[C:21]2[C:16](=[CH:17][CH:18]=[CH:19][CH:20]=2)[CH:15]=[CH:14][CH:13]=1. (2) The reactants are [CH:1]1[C:6]2[C:7]3[C:18](=O)[C:17]4[CH:16]=[CH:15][CH:14]=[CH:13][C:12]=4[C:8]=3[O:9][C:10](=[O:11])[C:5]=2[CH:4]=[CH:3][CH:2]=1.[NH2:20][CH2:21][CH2:22][CH2:23][CH2:24][CH2:25][NH2:26].C(Cl)(Cl)[Cl:28]. No catalyst specified. The product is [ClH:28].[NH2:20][CH2:21][CH2:22][CH2:23][CH2:24][CH2:25][N:26]1[C:7]2[C:6]3[CH:1]=[CH:2][CH:3]=[CH:4][C:5]=3[C:10](=[O:11])[C:18]=2[C:17]2[C:12](=[CH:13][CH:14]=[CH:15][CH:16]=2)[C:8]1=[O:9]. The yield is 0.820. (3) The reactants are Cl.[CH2:2]([C@@H:5]1[C@H:14]2[CH2:15][CH2:16][N:17]([C:18]([C@H:20]3[CH2:25][CH2:24][CH2:23][CH2:22][C@H:21]3[NH2:26])=[O:19])[C@H:13]2[C:12]2[CH:11]=[CH:10][CH:9]=[CH:8][C:7]=2[NH:6]1)[CH2:3][CH3:4].[CH3:27][C:28]1[NH:32][C:31]2[CH:33]=[CH:34][C:35]([C:37](O)=[O:38])=[CH:36][C:30]=2[N:29]=1.C(N(CC)CC)C.CCOC(OC(OCC)=O)=O. The catalyst is CN(C=O)C.O. The yield is 0.470. The product is [CH3:27][C:28]1[NH:32][C:31]2[CH:33]=[CH:34][C:35]([C:37]([NH:26][C@@H:21]3[CH2:22][CH2:23][CH2:24][CH2:25][C@@H:20]3[C:18]([N:17]3[C@@H:13]4[C@@H:14]([C@H:5]([CH2:2][CH2:3][CH3:4])[NH:6][C:7]5[CH:8]=[CH:9][CH:10]=[CH:11][C:12]=54)[CH2:15][CH2:16]3)=[O:19])=[O:38])=[CH:36][C:30]=2[N:29]=1. (4) The reactants are [C:1]([NH:10][CH:11]1[CH2:16][CH2:15][CH2:14][CH2:13][CH2:12]1)([NH:3][CH:4]1[CH2:9][CH2:8][CH2:7][CH2:6][CH2:5]1)=[O:2].[C:17](Cl)(=[O:22])[CH2:18][C:19](Cl)=[O:20]. The catalyst is C(Cl)(Cl)Cl. The product is [CH:11]1([N:10]2[C:19](=[O:20])[CH2:18][C:17](=[O:22])[N:3]([CH:4]3[CH2:9][CH2:8][CH2:7][CH2:6][CH2:5]3)[C:1]2=[O:2])[CH2:16][CH2:15][CH2:14][CH2:13][CH2:12]1. The yield is 0.550. (5) The reactants are O.O.[C:3]([OH:8])(=[O:7])[C:4]([OH:6])=[O:5].[CH2:9]([O:16][NH:17][CH:18]1[CH2:23][NH:22][C@H:21]([C:24]#[N:25])[CH2:20][CH2:19]1)[C:10]1[CH:15]=[CH:14][CH:13]=[CH:12][CH:11]=1. The catalyst is C(OCC)(=O)C.CC(C)=O.C(OCC)(=O)C. The product is [C:3]([OH:8])(=[O:7])[C:4]([OH:6])=[O:5].[CH2:9]([O:16][NH:17][CH:18]1[CH2:23][NH:22][C@H:21]([C:24]#[N:25])[CH2:20][CH2:19]1)[C:10]1[CH:15]=[CH:14][CH:13]=[CH:12][CH:11]=1. The yield is 0.550. (6) The reactants are [Cl-].O[NH3+:3].[C:4](=[O:7])([O-])[OH:5].[Na+].CS(C)=O.[CH3:13][CH:14]([O:16][C:17]1[CH:22]=[CH:21][C:20]([N:23]2[C:28](=[O:29])[C:27]([CH2:30][C:31]3[CH:36]=[CH:35][C:34]([C:37]4[C:38]([C:43]#[N:44])=[CH:39][CH:40]=[CH:41][CH:42]=4)=[CH:33][CH:32]=3)=[C:26]([CH2:45][CH2:46][CH2:47][CH3:48])[N:25]3[N:49]=[CH:50][N:51]=[C:24]23)=[CH:19][CH:18]=1)[CH3:15]. The catalyst is C(OCC)(=O)C. The product is [CH2:45]([C:26]1[N:25]2[N:49]=[CH:50][N:51]=[C:24]2[N:23]([C:20]2[CH:21]=[CH:22][C:17]([O:16][CH:14]([CH3:15])[CH3:13])=[CH:18][CH:19]=2)[C:28](=[O:29])[C:27]=1[CH2:30][C:31]1[CH:36]=[CH:35][C:34]([C:37]2[CH:42]=[CH:41][CH:40]=[CH:39][C:38]=2[C:43]2[NH:3][C:4](=[O:7])[O:5][N:44]=2)=[CH:33][CH:32]=1)[CH2:46][CH2:47][CH3:48]. The yield is 0.400. (7) The reactants are [N:1]1[C:10]2[C:5](=[CH:6][C:7]([CH:11]=O)=[CH:8][CH:9]=2)[CH:4]=[CH:3][CH:2]=1.[NH2:13][C:14]1[CH:22]=[CH:21][CH:20]=[C:19]2[C:15]=1[CH2:16][O:17][C:18]2=[O:23].S([O-])([O-])(=O)=O.[Mg+2]. The catalyst is C(#N)C. The product is [N:1]1[C:10]2[C:5](=[CH:6][C:7](/[CH:11]=[N:13]/[C:14]3[CH:22]=[CH:21][CH:20]=[C:19]4[C:15]=3[CH2:16][O:17][C:18]4=[O:23])=[CH:8][CH:9]=2)[CH:4]=[CH:3][CH:2]=1. The yield is 0.930. (8) The reactants are [CH3:1][C:2]1([CH3:23])[CH2:6][O:5][C:4]2=[CH:7][C:8]3[O:9][CH2:10][C:11]4([C:21]=3[CH:22]=[C:3]12)[C:19]1[C:14](=[CH:15][CH:16]=[CH:17][CH:18]=1)[NH:13][C:12]4=[O:20].Br[CH2:25][C:26]1[O:27][C:28]([C:31]([F:34])([F:33])[F:32])=[CH:29][CH:30]=1.C(=O)([O-])[O-].[Cs+].[Cs+]. The catalyst is CC(=O)CC. The product is [CH3:1][C:2]1([CH3:23])[CH2:6][O:5][C:4]2=[CH:7][C:8]3[O:9][CH2:10][C:11]4([C:21]=3[CH:22]=[C:3]12)[C:19]1[C:14](=[CH:15][CH:16]=[CH:17][CH:18]=1)[N:13]([CH2:25][C:26]1[O:27][C:28]([C:31]([F:34])([F:33])[F:32])=[CH:29][CH:30]=1)[C:12]4=[O:20]. The yield is 0.450.